From a dataset of Reaction yield outcomes from USPTO patents with 853,638 reactions. Predict the reaction yield, written as a fraction of the theoretical maximum amount of product (1.0 means a 100% yield; for example, 0.34 means a 34% yield). (1) The reactants are [C:1]([O-])(=[S:3])[CH3:2].[K+].Br[CH2:7][C:8]([C:10]1[CH:15]=[CH:14][C:13]([O:16][CH3:17])=[CH:12][CH:11]=1)=[O:9]. The catalyst is C(O)C. The product is [C:1]([CH2:7][C:8]([C:10]1[CH:15]=[CH:14][C:13]([O:16][CH3:17])=[CH:12][CH:11]=1)=[O:9])(=[S:3])[CH3:2]. The yield is 0.760. (2) The reactants are [H-].[Na+].[CH2:3]([OH:10])[C:4]1[CH:9]=[CH:8][CH:7]=[CH:6][CH:5]=1.Cl[CH2:12][C:13]([N:15]1[CH2:20][CH2:19][N:18]([S:21]([C:24]2[CH:33]=[CH:32][C:31]3[C:26](=[CH:27][CH:28]=[CH:29][CH:30]=3)[CH:25]=2)(=[O:23])=[O:22])[CH2:17][CH2:16]1)=[O:14]. The catalyst is C1COCC1. The product is [CH2:3]([O:10][CH2:12][C:13]([N:15]1[CH2:16][CH2:17][N:18]([S:21]([C:24]2[CH:33]=[CH:32][C:31]3[C:26](=[CH:27][CH:28]=[CH:29][CH:30]=3)[CH:25]=2)(=[O:22])=[O:23])[CH2:19][CH2:20]1)=[O:14])[C:4]1[CH:9]=[CH:8][CH:7]=[CH:6][CH:5]=1. The yield is 0.240. (3) The reactants are [NH2:1][C:2]1[CH:21]=[CH:20][C:5]([O:6][C:7]2[CH:12]=[CH:11][N:10]=[C:9]([NH2:13])[C:8]=2[NH:14][C:15](=[O:19])[O:16][CH2:17][CH3:18])=[CH:4][CH:3]=1.[H-].[Na+].[CH3:24]I. The catalyst is C1COCC1. The product is [NH2:1][C:2]1[CH:3]=[CH:4][C:5]([O:6][C:7]2[CH:12]=[CH:11][N:10]=[C:9]([NH2:13])[C:8]=2[N:14]([CH3:24])[C:15](=[O:19])[O:16][CH2:17][CH3:18])=[CH:20][CH:21]=1. The yield is 0.530. (4) The reactants are [CH2:1]([O:3][CH2:4][C:5](=O)[CH2:6][C:7]#[N:8])[CH3:2].C(O)(=O)C(O)=O.[CH2:16]([NH:18][NH2:19])[CH3:17].Cl. The catalyst is C(O)C. The product is [CH2:16]([N:18]1[C:7]([NH2:8])=[CH:6][C:5]([CH2:4][O:3][CH2:1][CH3:2])=[N:19]1)[CH3:17]. The yield is 0.516.